Dataset: Peptide-MHC class II binding affinity with 134,281 pairs from IEDB. Task: Regression. Given a peptide amino acid sequence and an MHC pseudo amino acid sequence, predict their binding affinity value. This is MHC class II binding data. The binding affinity (normalized) is 0.0543. The peptide sequence is LTQPLQQLTSLFSQV. The MHC is DRB3_0101 with pseudo-sequence DRB3_0101.